Dataset: Full USPTO retrosynthesis dataset with 1.9M reactions from patents (1976-2016). Task: Predict the reactants needed to synthesize the given product. Given the product [Cl:30][C:18]1[NH:19][CH2:20][N:21]=[C:22]2[C:17]=1[CH:16]=[C:15]([N+:25]([O-:27])=[O:26])[C:14]([F:13])=[CH:23]2, predict the reactants needed to synthesize it. The reactants are: FC1C=C2C(C(=O)NC=N2)=CC=1.[F:13][C:14]1[CH:23]=[C:22]2[C:17]([C:18](=O)[NH:19][CH:20]=[N:21]2)=[CH:16][C:15]=1[N+:25]([O-:27])=[O:26].S(Cl)([Cl:30])=O.